Regression/Classification. Given a drug SMILES string, predict its absorption, distribution, metabolism, or excretion properties. Task type varies by dataset: regression for continuous measurements (e.g., permeability, clearance, half-life) or binary classification for categorical outcomes (e.g., BBB penetration, CYP inhibition). Dataset: cyp3a4_veith. From a dataset of CYP3A4 inhibition data for predicting drug metabolism from PubChem BioAssay. (1) The result is 1 (inhibitor). The molecule is COc1ncc2nc(-c3cn(C)c4ccccc34)c(=O)n(C)c2n1. (2) The drug is CCOC(=O)CSc1nnc(CNC(=O)c2ccc(OC)cc2)n1C1CCCCC1. The result is 1 (inhibitor). (3) The molecule is O=C(N/N=C/c1cccc([N+](=O)[O-])c1)c1cc2c(ccc3ccccc32)o1. The result is 0 (non-inhibitor). (4) The molecule is CC(C)(C)OC(=O)COc1cc(OCC(=O)OC(C)(C)C)c2c(=O)cc(-c3ccccc3)oc2c1. The result is 0 (non-inhibitor). (5) The result is 1 (inhibitor). The drug is FC(F)(F)c1ccccc1-c1nccc(NCCN2CCOCC2)n1. (6) The drug is Cn1c(Sc2ccc(-c3cccnc3)n2C)ccc1-c1cccnc1. The result is 1 (inhibitor). (7) The molecule is CNC/C(Cl)=N/S(=O)(=O)c1ccc(C)cc1. The result is 0 (non-inhibitor). (8) The molecule is O=C(NNC(=O)c1ccncc1)c1ccncc1. The result is 0 (non-inhibitor). (9) The compound is C/C(=N/NC(=O)c1cccs1)c1ccc(NC(=O)COc2ccc(Cl)cc2Cl)cc1. The result is 0 (non-inhibitor). (10) The drug is CCOC(=O)C1=C(C)NC(C)=C(C(=O)OC)[C@H]1c1cccc(Cl)c1Cl. The result is 1 (inhibitor).